This data is from Full USPTO retrosynthesis dataset with 1.9M reactions from patents (1976-2016). The task is: Predict the reactants needed to synthesize the given product. (1) Given the product [CH2:30]([N:14]([CH2:12][CH3:13])[CH2:15][CH2:16][CH2:17][NH:18][C:19]([C:21]1[C:25]([CH3:26])=[C:24]([CH:27]=[C:5]2[C:4]3[C:8](=[CH:9][CH:10]=[C:2]([Br:1])[CH:3]=3)[NH:7][C:6]2=[O:11])[NH:23][C:22]=1[CH3:29])=[O:20])[CH3:31], predict the reactants needed to synthesize it. The reactants are: [Br:1][C:2]1[CH:3]=[C:4]2[C:8](=[CH:9][CH:10]=1)[NH:7][C:6](=[O:11])[CH2:5]2.[CH2:12]([N:14]([CH2:30][CH3:31])[CH2:15][CH2:16][CH2:17][NH:18][C:19]([C:21]1[C:25]([CH3:26])=[C:24]([CH:27]=O)[NH:23][C:22]=1[CH3:29])=[O:20])[CH3:13]. (2) Given the product [Na+:36].[Na+:36].[OH:1][C:2]1[C:7]([NH:8]/[N:9]=[C:10]2/[C:11]([CH3:26])=[N:12][N:13]([C:16]3[CH:25]=[CH:24][C:23]4[CH2:22][CH2:21][CH2:20][CH2:19][C:18]=4[CH:17]=3)[C:14]/2=[O:15])=[CH:6][CH:5]=[CH:4][C:3]=1[C:27]1[O:31][C:30]([C:32]([O-:34])=[O:33])=[CH:29][CH:28]=1.[OH:1][C:2]1[C:7]([NH:8]/[N:9]=[C:10]2/[C:11]([CH3:26])=[N:12][N:13]([C:16]3[CH:25]=[CH:24][C:23]4[CH2:22][CH2:21][CH2:20][CH2:19][C:18]=4[CH:17]=3)[C:14]/2=[O:15])=[CH:6][CH:5]=[CH:4][C:3]=1[C:27]1[O:31][C:30]([C:32]([O-:34])=[O:33])=[CH:29][CH:28]=1, predict the reactants needed to synthesize it. The reactants are: [OH:1][C:2]1[C:7]([NH:8]/[N:9]=[C:10]2/[C:11]([CH3:26])=[N:12][N:13]([C:16]3[CH:25]=[CH:24][C:23]4[CH2:22][CH2:21][CH2:20][CH2:19][C:18]=4[CH:17]=3)[C:14]/2=[O:15])=[CH:6][CH:5]=[CH:4][C:3]=1[C:27]1[O:31][C:30]([C:32]([OH:34])=[O:33])=[CH:29][CH:28]=1.[OH-].[Na+:36]. (3) The reactants are: [CH3:1]C([O-])(C)C.[K+].Cl.[CH2:8]([O:10][C:11]([CH:13]1[CH2:18][CH2:17][N:16]([CH2:19][C:20]2[CH:25]=[CH:24][CH:23]=[CH:22][CH:21]=2)[CH2:15][C:14]1=[O:26])=[O:12])[CH3:9].IC.[NH4+].[Cl-]. Given the product [CH2:8]([O:10][C:11]([C:13]1([CH3:1])[CH2:18][CH2:17][N:16]([CH2:19][C:20]2[CH:21]=[CH:22][CH:23]=[CH:24][CH:25]=2)[CH2:15][C:14]1=[O:26])=[O:12])[CH3:9], predict the reactants needed to synthesize it.